From a dataset of Full USPTO retrosynthesis dataset with 1.9M reactions from patents (1976-2016). Predict the reactants needed to synthesize the given product. (1) Given the product [Br:1][C:2]1[CH:3]=[C:4]([CH:7]=[CH:8][C:9]=1[O:10][CH2:16][O:15][CH2:13][CH3:14])[C:5]#[N:6], predict the reactants needed to synthesize it. The reactants are: [Br:1][C:2]1[CH:3]=[C:4]([CH:7]=[CH:8][C:9]=1[OH:10])[C:5]#[N:6].[H-].[Na+].[CH2:13]([O:15][CH2:16]Cl)[CH3:14]. (2) Given the product [CH:13]1([C:16]2[S:48][C:19]3[N:20]([CH2:33][C:34]4[CH:35]=[CH:36][C:37]([C:40]5[CH:45]=[CH:44][CH:43]=[CH:42][C:41]=5[C:46]5[NH:3][C:4](=[O:7])[O:5][N:47]=5)=[CH:38][CH:39]=4)[C:21](=[O:32])[N:22]([CH2:25][C:26](=[O:31])[C:27]([CH3:28])([CH3:30])[CH3:29])[C:23](=[O:24])[C:18]=3[CH:17]=2)[CH2:15][CH2:14]1, predict the reactants needed to synthesize it. The reactants are: [Cl-].O[NH3+:3].[C:4](=[O:7])([O-])[OH:5].[Na+].CS(C)=O.[CH:13]1([C:16]2[S:48][C:19]3[N:20]([CH2:33][C:34]4[CH:39]=[CH:38][C:37]([C:40]5[C:41]([C:46]#[N:47])=[CH:42][CH:43]=[CH:44][CH:45]=5)=[CH:36][CH:35]=4)[C:21](=[O:32])[N:22]([CH2:25][C:26](=[O:31])[C:27]([CH3:30])([CH3:29])[CH3:28])[C:23](=[O:24])[C:18]=3[CH:17]=2)[CH2:15][CH2:14]1. (3) The reactants are: [CH3:1][CH:2]([CH3:15])[CH2:3][CH2:4][NH:5][C:6]([C:8]1[N:9]=[N:10][C:11](Cl)=[CH:12][CH:13]=1)=[O:7].[N:16]1([C:22]([C:24]2[C:29]([F:30])=[CH:28][CH:27]=[CH:26][C:25]=2[F:31])=[O:23])[CH2:21][CH2:20][NH:19][CH2:18][CH2:17]1. Given the product [CH3:1][CH:2]([CH3:15])[CH2:3][CH2:4][NH:5][C:6]([C:8]1[N:9]=[N:10][C:11]([N:19]2[CH2:20][CH2:21][N:16]([C:22](=[O:23])[C:24]3[C:25]([F:31])=[CH:26][CH:27]=[CH:28][C:29]=3[F:30])[CH2:17][CH2:18]2)=[CH:12][CH:13]=1)=[O:7], predict the reactants needed to synthesize it. (4) The reactants are: [CH3:1][O:2][C:3]1[CH:4]=[C:5]([CH:9]=[CH:10][C:11]=1[CH3:12])[C:6]([OH:8])=O.CN(C(ON1N=NC2C=CC=NC1=2)=[N+](C)C)C.F[P-](F)(F)(F)(F)F.CN1CCOCC1.[CH3:44][O:45][C:46]1[C:47]2[N:60]=[C:59]([NH2:61])[S:58][C:48]=2[C:49]([N:52]2[CH2:57][CH2:56][O:55][CH2:54][CH2:53]2)=[N:50][CH:51]=1. Given the product [CH3:1][O:2][C:3]1[CH:4]=[C:5]([CH:9]=[CH:10][C:11]=1[CH3:12])[C:6]([NH:61][C:59]1[S:58][C:48]2[C:49]([N:52]3[CH2:57][CH2:56][O:55][CH2:54][CH2:53]3)=[N:50][CH:51]=[C:46]([O:45][CH3:44])[C:47]=2[N:60]=1)=[O:8], predict the reactants needed to synthesize it.